This data is from Reaction yield outcomes from USPTO patents with 853,638 reactions. The task is: Predict the reaction yield, written as a fraction of the theoretical maximum amount of product (1.0 means a 100% yield; for example, 0.34 means a 34% yield). (1) The reactants are Br[C:2]1[CH:8]=[C:7]([N+:9]([O-:11])=[O:10])[C:5]([NH2:6])=[C:4]([CH:12]2[CH2:16][CH2:15][CH2:14][O:13]2)[C:3]=1[F:17].C([O-])(O)=O.[Na+].CC1(C)C(C)(C)OB([C:31]2[CH:32]=[N:33][C:34]([C:37]([OH:40])([CH3:39])[CH3:38])=[N:35][CH:36]=2)O1. The catalyst is O1CCOCC1.CCOC(C)=O.C(Cl)Cl.ClCCl.Cl[Pd]Cl.C1(P(C2C=CC=CC=2)[C-]2C=CC=C2)C=CC=CC=1.[C-]1(P(C2C=CC=CC=2)C2C=CC=CC=2)C=CC=C1.[Fe+2]. The product is [NH2:6][C:5]1[C:7]([N+:9]([O-:11])=[O:10])=[CH:8][C:2]([C:31]2[CH:32]=[N:33][C:34]([C:37]([OH:40])([CH3:39])[CH3:38])=[N:35][CH:36]=2)=[C:3]([F:17])[C:4]=1[CH:12]1[CH2:16][CH2:15][CH2:14][O:13]1. The yield is 0.558. (2) The reactants are [NH2:1][C:2]1[C:7]([N+:8]([O-])=O)=[CH:6][C:5]([Br:11])=[CH:4][N:3]=1. The catalyst is CCO. The yield is 0.980. The product is [Br:11][C:5]1[CH:6]=[C:7]([NH2:8])[C:2]([NH2:1])=[N:3][CH:4]=1. (3) The reactants are [OH:1][NH:2][C:3]([C:5]1[CH:6]=[CH:7][C:8]2[O:12][C:11]([CH3:13])=[CH:10][C:9]=2[CH:14]=1)=[NH:4].[CH2:15]([O:17][C:18]1[CH:19]=[C:20]([CH:24]=[CH:25][C:26]=1[O:27][CH2:28][CH3:29])[C:21](O)=O)[CH3:16].ONC(=N)C1C=CC(OC(C)C)=C(I)C=1.ClC1C=C(C=CC=1OCCC)C(O)=O. No catalyst specified. The product is [CH2:15]([O:17][C:18]1[CH:19]=[C:20]([C:21]2[O:1][N:2]=[C:3]([C:5]3[CH:6]=[CH:7][C:8]4[O:12][C:11]([CH3:13])=[CH:10][C:9]=4[CH:14]=3)[N:4]=2)[CH:24]=[CH:25][C:26]=1[O:27][CH2:28][CH3:29])[CH3:16]. The yield is 0.0600.